This data is from Forward reaction prediction with 1.9M reactions from USPTO patents (1976-2016). The task is: Predict the product of the given reaction. (1) Given the reactants [C:1]([O:5][C:6](=[O:22])[NH:7][C:8]1[CH:13]=[CH:12][C:11]([C:14]2[CH:19]=[CH:18][CH:17]=[C:16]([F:20])[CH:15]=2)=[CH:10][C:9]=1[NH2:21])([CH3:4])([CH3:3])[CH3:2].CC1(C)[O:29][C:28]([C:30]2[CH:31]=[C:32]([CH:35]=[CH:36][CH:37]=2)[C:33]#[N:34])=[CH:27][C:26](=O)[O:25]1, predict the reaction product. The product is: [C:1]([O:5][C:6](=[O:22])[NH:7][C:8]1[CH:13]=[CH:12][C:11]([C:14]2[CH:19]=[CH:18][CH:17]=[C:16]([F:20])[CH:15]=2)=[CH:10][C:9]=1[NH:21][C:26](=[O:25])[CH2:27][C:28]([C:30]1[CH:37]=[CH:36][CH:35]=[C:32]([C:33]#[N:34])[CH:31]=1)=[O:29])([CH3:4])([CH3:2])[CH3:3]. (2) Given the reactants [CH3:1][N:2]1[C:8](=[O:9])[CH2:7][C:6]2[CH:10]=[CH:11][CH:12]=[CH:13][C:5]=2[CH:4]=[N:3]1.C[Si]([N-][Si](C)(C)C)(C)C.[K+].C1(C)C=CC=CC=1.C(C1C=C(C(C)C)C=C(C(C)C)C=1S([N:49]=[N+:50]=[N-:51])(=O)=O)(C)C.C(O)(=O)C, predict the reaction product. The product is: [N:49]([CH:7]1[C:6]2[CH:10]=[CH:11][CH:12]=[CH:13][C:5]=2[CH:4]=[N:3][N:2]([CH3:1])[C:8]1=[O:9])=[N+:50]=[N-:51]. (3) Given the reactants [Cl:1][C:2]1[CH:3]=[C:4]2[C:9](=[C:10]([Cl:12])[CH:11]=1)[CH2:8][N:7]([CH3:13])[CH2:6][CH:5]2[C:14]1[CH:19]=[CH:18][C:17]([S:20](Cl)(=[O:22])=[O:21])=[CH:16][CH:15]=1.C[CH2:25][N:26]([CH:30]([CH3:32])C)[CH:27]([CH3:29])C.[CH2:33]([NH2:38])[CH2:34][CH2:35][CH2:36][NH2:37], predict the reaction product. The product is: [CH2:33]([NH:38][S:20]([C:17]1[CH:18]=[CH:19][C:14]([CH:32]2[C:4]3[C:29](=[C:10]([Cl:12])[CH:11]=[C:2]([Cl:1])[CH:3]=3)[CH2:27][N:26]([CH3:25])[CH2:30]2)=[CH:15][CH:16]=1)(=[O:22])=[O:21])[CH2:34][CH2:35][CH2:36][NH:37][S:20]([C:17]1[CH:18]=[CH:19][C:14]([CH:5]2[C:4]3[C:9](=[C:10]([Cl:12])[CH:11]=[C:2]([Cl:1])[CH:3]=3)[CH2:8][N:7]([CH3:13])[CH2:6]2)=[CH:15][CH:16]=1)(=[O:22])=[O:21]. (4) Given the reactants CS(O)(=O)=O.[CH3:6][NH:7][C:8]([C:10]1[NH:11][CH:12]=[CH:13][N:14]=1)=[NH:9].[Cl:15][C:16]1[CH:23]=[C:22]([F:24])[CH:21]=[CH:20][C:17]=1C=O.[C:25]([O:31][CH2:32][CH3:33])(=[O:30])[CH2:26][C:27]([CH3:29])=O.[C:34]([O-])(=O)C.[Na+], predict the reaction product. The product is: [CH3:34][N:11]1[CH:12]=[CH:13][N:14]=[C:10]1[C:8]1[NH:9][C:27]([CH3:29])=[C:26]([C:25]([O:31][CH2:32][CH3:33])=[O:30])[CH:6]([C:17]2[CH:20]=[CH:21][C:22]([F:24])=[CH:23][C:16]=2[Cl:15])[N:7]=1. (5) Given the reactants [Cl:1][C:2]1[CH:7]=[CH:6][C:5]([NH2:8])=[CH:4][C:3]=1[C:9]1[O:10][C:11]2[CH:17]=[CH:16][C:15]([CH3:18])=[CH:14][C:12]=2[N:13]=1.[CH3:19][C:20]1[CH:28]=[CH:27][C:23]([C:24](Cl)=[O:25])=[CH:22][CH:21]=1, predict the reaction product. The product is: [Cl:1][C:2]1[CH:7]=[CH:6][C:5]([NH:8][C:24](=[O:25])[C:23]2[CH:27]=[CH:28][C:20]([CH3:19])=[CH:21][CH:22]=2)=[CH:4][C:3]=1[C:9]1[O:10][C:11]2[CH:17]=[CH:16][C:15]([CH3:18])=[CH:14][C:12]=2[N:13]=1. (6) The product is: [Cl:1][C:2]1[CH:8]=[C:7]([O:9][C:10]2[C:19]3[C:14](=[CH:15][C:16]([O:22][CH3:23])=[C:17]([O:20][CH3:21])[CH:18]=3)[N:13]=[CH:12][N:11]=2)[CH:6]=[CH:5][C:3]=1[NH:4][C:39](=[O:41])[O:55][CH:53]([C:52]1[CH:56]=[CH:57][CH:58]=[CH:59][C:51]=1[Cl:50])[CH3:54]. Given the reactants [Cl:1][C:2]1[CH:8]=[C:7]([O:9][C:10]2[C:19]3[C:14](=[CH:15][C:16]([O:22][CH3:23])=[C:17]([O:20][CH3:21])[CH:18]=3)[N:13]=[CH:12][N:11]=2)[CH:6]=[CH:5][C:3]=1[NH2:4].C1(C)C=CC=CC=1.C(N(CC)CC)C.Cl[C:39](Cl)([O:41]C(=O)OC(Cl)(Cl)Cl)Cl.[Cl:50][C:51]1[CH:59]=[CH:58][CH:57]=[CH:56][C:52]=1[CH:53]([OH:55])[CH3:54], predict the reaction product. (7) Given the reactants [Cl:1][C:2]1[C:3]2[CH:24]=[C:23]([F:25])[CH:22]=[CH:21][C:4]=2[S:5][C:6]=1[C:7]([NH:9][C@H:10]([CH2:14][C:15]1[CH:20]=[CH:19][CH:18]=[CH:17][CH:16]=1)[C:11]([OH:13])=[O:12])=[O:8].C(OC(=O)[C@H](CC1C=CC=CC=1)N)(C)(C)C, predict the reaction product. The product is: [Cl:1][C:2]1[C:3]2[CH:24]=[C:23]([F:25])[CH:22]=[CH:21][C:4]=2[S:5][C:6]=1[C:7]([NH:9][C@@H:10]([CH2:14][C:15]1[CH:20]=[CH:19][CH:18]=[CH:17][CH:16]=1)[C:11]([OH:13])=[O:12])=[O:8].